From a dataset of CYP2D6 inhibition data for predicting drug metabolism from PubChem BioAssay. Regression/Classification. Given a drug SMILES string, predict its absorption, distribution, metabolism, or excretion properties. Task type varies by dataset: regression for continuous measurements (e.g., permeability, clearance, half-life) or binary classification for categorical outcomes (e.g., BBB penetration, CYP inhibition). Dataset: cyp2d6_veith. (1) The drug is CC(=O)NCCNc1ccnc(-c2ccccc2C)n1. The result is 0 (non-inhibitor). (2) The compound is COc1ccc(CNc2nc3nc4c(c(=O)n3[nH]2)CCC4)cc1. The result is 0 (non-inhibitor). (3) The result is 0 (non-inhibitor). The molecule is CS(=O)(=O)N1CCN(c2ccc([N+](=O)[O-])c(N3CCOCC3)c2)CC1. (4) The molecule is CCOc1c2ccc(C(=O)NCc3ccccc3OC)cc2nn1CC. The result is 0 (non-inhibitor). (5) The drug is CN(C)C(=O)c1ccc(-c2cncnc2Nc2ccccc2)cc1. The result is 0 (non-inhibitor). (6) The drug is CN(CCC(=O)O)C1=Nc2ccc(Cl)cc2C(c2ccccc2)=[N+]([O-])C1. The result is 0 (non-inhibitor). (7) The compound is COc1ccc(Oc2ncc3nc(-c4ccc(F)cc4)c(=O)n(Cc4cccs4)c3n2)cc1. The result is 0 (non-inhibitor). (8) The drug is Cc1cc2nc(-c3ccc(SCC(=O)N4CCc5ccccc54)nc3)[nH]c2cc1C. The result is 0 (non-inhibitor). (9) The compound is CCc1c(O)cc(-c2cccnc2)n(-c2ccccc2)c1=O. The result is 0 (non-inhibitor). (10) The molecule is O=C(NCC1CCCO1)/C(=C\c1ccco1)NC(=O)c1ccccc1. The result is 0 (non-inhibitor).